From a dataset of Forward reaction prediction with 1.9M reactions from USPTO patents (1976-2016). Predict the product of the given reaction. Given the reactants Cl[C:2]([O:4][CH2:5][CH3:6])=[O:3].ON1C(=O)CCC1=O.C(N(CC)C(C)C)(C)C.[NH2:24][C:25]([CH3:29])([CH3:28])[CH2:26][OH:27], predict the reaction product. The product is: [OH:27][CH2:26][C:25]([NH:24][C:2](=[O:3])[O:4][CH2:5][CH3:6])([CH3:29])[CH3:28].